Dataset: Full USPTO retrosynthesis dataset with 1.9M reactions from patents (1976-2016). Task: Predict the reactants needed to synthesize the given product. (1) Given the product [Br:1][C:2]1[N:3]([C:12]2[CH:13]=[CH:14][C:9]([Cl:8])=[CH:10][C:11]=2[Cl:16])[CH:4]=[C:5]([Br:7])[N:6]=1, predict the reactants needed to synthesize it. The reactants are: [Br:1][C:2]1[NH:3][CH:4]=[C:5]([Br:7])[N:6]=1.[Cl:8][C:9]1[CH:14]=[CH:13][C:12](F)=[C:11]([Cl:16])[CH:10]=1.C(=O)([O-])[O-].[K+].[K+]. (2) Given the product [CH3:1][C:2]1[N:21]([CH2:13][CH2:14][C:15]2[CH:20]=[CH:19][CH:18]=[CH:17][CH:16]=2)[C:4](=[O:12])[C:5]2[C:6](=[CH:8][CH:9]=[CH:10][CH:11]=2)[N:7]=1, predict the reactants needed to synthesize it. The reactants are: [CH3:1][C:2]1O[C:4](=[O:12])[C:5]2[CH:11]=[CH:10][CH:9]=[CH:8][C:6]=2[N:7]=1.[CH2:13]([NH2:21])[CH2:14][C:15]1[CH:20]=[CH:19][CH:18]=[CH:17][CH:16]=1. (3) Given the product [Br:1][C:2]1[S:3][C:4]([O:14][C:8]2[CH:13]=[CH:12][CH:11]=[CH:10][CH:9]=2)=[N:5][N:6]=1, predict the reactants needed to synthesize it. The reactants are: [Br:1][C:2]1[S:3][C:4](Br)=[N:5][N:6]=1.[C:8]1([OH:14])[CH:13]=[CH:12][CH:11]=[CH:10][CH:9]=1.C(=O)([O-])[O-].[Cs+].[Cs+]. (4) Given the product [NH2:2][CH2:1][CH:3]1[N:8]([CH2:9][CH2:10][O:11][CH2:12][CH2:13][OH:14])[CH2:7][CH2:6][N:5]([C:15]([O:17][C:18]([CH3:21])([CH3:20])[CH3:19])=[O:16])[CH2:4]1, predict the reactants needed to synthesize it. The reactants are: [C:1]([CH:3]1[N:8]([CH2:9][CH2:10][O:11][CH2:12][CH2:13][OH:14])[CH2:7][CH2:6][N:5]([C:15]([O:17][C:18]([CH3:21])([CH3:20])[CH3:19])=[O:16])[CH2:4]1)#[N:2]. (5) Given the product [Cl:1][C:2]1[CH:7]=[CH:6][C:5]([C:8]2[C:13]([CH:14]([OH:18])[C:15]([O:17][CH3:32])=[O:16])=[C:12]([CH3:19])[N:11]=[C:10]3[NH:20][C:21]([CH3:24])=[C:22]([CH3:23])[C:9]=23)=[CH:4][CH:3]=1, predict the reactants needed to synthesize it. The reactants are: [Cl:1][C:2]1[CH:7]=[CH:6][C:5]([C:8]2[C:13]([CH:14]([OH:18])[C:15]([OH:17])=[O:16])=[C:12]([CH3:19])[N:11]=[C:10]3[NH:20][C:21]([CH3:24])=[C:22]([CH3:23])[C:9]=23)=[CH:4][CH:3]=1.S(=O)(=O)(O)O.[OH-].[Na+].[CH3:32]O. (6) Given the product [C:20]([O:1][C:2]1[C:3]([CH3:18])=[C:4]2[C:9](=[C:10]([CH3:13])[C:11]=1[CH3:12])[O:8][C:7]([CH3:17])([C:14]([OH:16])=[O:15])[CH2:6][CH2:5]2)(=[O:21])[CH3:19], predict the reactants needed to synthesize it. The reactants are: [OH:1][C:2]1[C:3]([CH3:18])=[C:4]2[C:9](=[C:10]([CH3:13])[C:11]=1[CH3:12])[O:8][C:7]([CH3:17])([C:14]([OH:16])=[O:15])[CH2:6][CH2:5]2.[CH3:19][C:20](OC(C)=O)=[O:21]. (7) Given the product [CH3:16][O:15][C:14]1[CH:13]=[CH:12][C:7]([C:8]([O:10][CH3:11])=[O:9])=[CH:6][C:5]=1[S:2]([N:23]1[CH2:28][CH2:27][O:26][CH2:25][CH2:24]1)(=[O:4])=[O:3], predict the reactants needed to synthesize it. The reactants are: Cl[S:2]([C:5]1[CH:6]=[C:7]([CH:12]=[CH:13][C:14]=1[O:15][CH3:16])[C:8]([O:10][CH3:11])=[O:9])(=[O:4])=[O:3].N1C=CC=CC=1.[NH:23]1[CH2:28][CH2:27][O:26][CH2:25][CH2:24]1. (8) Given the product [Cl:1][C:2]1[N:11]=[CH:10][CH:9]=[C:8]([S:14][CH3:13])[C:3]=1[C:4]([O:6][CH3:7])=[O:5], predict the reactants needed to synthesize it. The reactants are: [Cl:1][C:2]1[N:11]=[CH:10][CH:9]=[C:8](Cl)[C:3]=1[C:4]([O:6][CH3:7])=[O:5].[CH3:13][S-:14].[Na+].IC.